Dataset: Peptide-MHC class II binding affinity with 134,281 pairs from IEDB. Task: Regression. Given a peptide amino acid sequence and an MHC pseudo amino acid sequence, predict their binding affinity value. This is MHC class II binding data. (1) The MHC is DRB1_0101 with pseudo-sequence DRB1_0101. The peptide sequence is PTEFTSISSNTGNLK. The binding affinity (normalized) is 0.883. (2) The peptide sequence is SVRRLYPKIFEDQLL. The MHC is DRB1_0101 with pseudo-sequence DRB1_0101. The binding affinity (normalized) is 0.470. (3) The peptide sequence is YQSYGPSGQYTHEFD. The MHC is DRB1_0301 with pseudo-sequence DRB1_0301. The binding affinity (normalized) is 0. (4) The MHC is HLA-DPA10103-DPB10401 with pseudo-sequence HLA-DPA10103-DPB10401. The binding affinity (normalized) is 0.740. The peptide sequence is KFITHSVTFSEINKA. (5) The peptide sequence is IAPAVQTNWQKLETFWAKHM. The MHC is DRB1_0405 with pseudo-sequence DRB1_0405. The binding affinity (normalized) is 0.552. (6) The peptide sequence is INLIGRGGDEALTGF. The MHC is DRB1_0101 with pseudo-sequence DRB1_0101. The binding affinity (normalized) is 0.326. (7) The peptide sequence is GELQIVDEIDAAFKI. The MHC is DRB1_1101 with pseudo-sequence DRB1_1101. The binding affinity (normalized) is 0.278.